This data is from Catalyst prediction with 721,799 reactions and 888 catalyst types from USPTO. The task is: Predict which catalyst facilitates the given reaction. (1) Reactant: [CH2:1]([N:4]1[C:12](=[O:13])[C:11]2[N:10]([CH2:14][O:15][CH2:16][CH2:17][Si:18]([CH3:21])([CH3:20])[CH3:19])[C:9]([C:22]3[CH:23]=[N:24][NH:25][CH:26]=3)=[N:8][C:7]=2[N:6]([CH2:27][CH2:28][CH3:29])[C:5]1=[O:30])[CH2:2][CH3:3].[O:31]=[C:32]1[CH:36]([CH2:37]OS(C)(=O)=O)[CH2:35][CH2:34][N:33]1[C:43]1[CH:48]=[CH:47][CH:46]=[C:45]([C:49]([F:52])([F:51])[F:50])[CH:44]=1.C([O-])([O-])=O.[K+].[K+].CN(C=O)C. Product: [O:31]=[C:32]1[CH:36]([CH2:37][N:25]2[CH:26]=[C:22]([C:9]3[N:10]([CH2:14][O:15][CH2:16][CH2:17][Si:18]([CH3:20])([CH3:21])[CH3:19])[C:11]4[C:12](=[O:13])[N:4]([CH2:1][CH2:2][CH3:3])[C:5](=[O:30])[N:6]([CH2:27][CH2:28][CH3:29])[C:7]=4[N:8]=3)[CH:23]=[N:24]2)[CH2:35][CH2:34][N:33]1[C:43]1[CH:48]=[CH:47][CH:46]=[C:45]([C:49]([F:51])([F:50])[F:52])[CH:44]=1. The catalyst class is: 6. (2) Reactant: [Cl:1][C:2]1[C:3]([F:47])=[C:4]([C@@H:8]2[C@:12]([C:15]3[CH:20]=[CH:19][C:18]([Cl:21])=[CH:17][C:16]=3[F:22])([C:13]#[N:14])[C@H:11]([CH2:23][C:24]([CH3:27])([CH3:26])[CH3:25])[NH:10][C@H:9]2[C:28]([NH:30][C:31]2[CH:46]=[CH:45][C:34]([CH2:35][CH2:36][NH:37]C(=O)OC(C)(C)C)=[CH:33][CH:32]=2)=[O:29])[CH:5]=[CH:6][CH:7]=1.FC(F)(F)C(O)=O. Product: [NH2:37][CH2:36][CH2:35][C:34]1[CH:33]=[CH:32][C:31]([NH:30][C:28]([C@H:9]2[C@H:8]([C:4]3[CH:5]=[CH:6][CH:7]=[C:2]([Cl:1])[C:3]=3[F:47])[C@:12]([C:15]3[CH:20]=[CH:19][C:18]([Cl:21])=[CH:17][C:16]=3[F:22])([C:13]#[N:14])[C@H:11]([CH2:23][C:24]([CH3:27])([CH3:26])[CH3:25])[NH:10]2)=[O:29])=[CH:46][CH:45]=1. The catalyst class is: 4. (3) Reactant: C([O:4][CH:5]1[CH2:8][C:7]2([CH2:13][CH2:12][N:11]([C:14]([O:16][CH2:17][C:18]3[N:19]=[CH:20][S:21][CH:22]=3)=[O:15])[CH2:10][CH2:9]2)[CH2:6]1)(=O)C.O.C(=O)([O-])[O-].[K+].[K+]. Product: [OH:4][CH:5]1[CH2:6][C:7]2([CH2:13][CH2:12][N:11]([C:14]([O:16][CH2:17][C:18]3[N:19]=[CH:20][S:21][CH:22]=3)=[O:15])[CH2:10][CH2:9]2)[CH2:8]1. The catalyst class is: 5. (4) Product: [CH3:1][O:2][C:3](=[O:28])[C:4]([C:14]1[CH:15]=[CH:16][C:17]([OH:20])=[CH:18][CH:19]=1)([O:6][C:7]1[CH:12]=[CH:11][CH:10]=[CH:9][CH:8]=1)[CH3:5]. The catalyst class is: 29. Reactant: [CH3:1][O:2][C:3](=[O:28])[C:4]([C:14]1[CH:19]=[CH:18][C:17]([O:20]CC2C=CC=CC=2)=[CH:16][CH:15]=1)([O:6][C:7]1[CH:12]=[CH:11][C:10](Cl)=[CH:9][CH:8]=1)[CH3:5]. (5) Product: [CH3:1][O:2][C:3]([C:5]1[CH:10]=[C:9]([NH2:16])[N:8]=[C:7]([Cl:15])[N:6]=1)=[O:4]. Reactant: [CH3:1][O:2][C:3]([C:5]1[CH:10]=[C:9](S(C)(=O)=O)[N:8]=[C:7]([Cl:15])[N:6]=1)=[O:4].[NH3:16]. The catalyst class is: 169. (6) The catalyst class is: 8. Product: [CH2:14]([O:16][C:17]1[C:20](=[O:21])[C:19](=[O:24])[C:18]=1[NH:1][C:2]1[C:10]([OH:11])=[C:9]2[C:5](=[CH:4][CH:3]=1)[CH2:6][N:7]([CH3:13])[C:8]2=[O:12])[CH3:15]. Reactant: [NH2:1][C:2]1[C:10]([OH:11])=[C:9]2[C:5]([CH2:6][N:7]([CH3:13])[C:8]2=[O:12])=[CH:4][CH:3]=1.[CH2:14]([O:16][C:17]1[C:18](=O)[C:19](=[O:24])[C:20]=1[O:21]CC)[CH3:15]. (7) Reactant: [Cl:1][C:2]1[CH:7]=[CH:6][CH:5]=[CH:4][C:3]=1[NH:8][C:9]1[NH:14][C:13]2[C:15]([O:22]C)=[CH:16][C:17]([N+:19]([O-:21])=[O:20])=[CH:18][C:12]=2[S:11](=[O:25])(=[O:24])[N:10]=1.[Li+].[Cl-]. Product: [Cl:1][C:2]1[CH:7]=[CH:6][CH:5]=[CH:4][C:3]=1[NH:8][C:9]1[NH:14][C:13]2=[C:15]([OH:22])[CH:16]=[C:17]([N+:19]([O-:21])=[O:20])[CH:18]=[C:12]2[S:11](=[O:25])(=[O:24])[N:10]=1. The catalyst class is: 16. (8) Reactant: [H-].C([Al+]CC(C)C)C(C)C.C(=O)=[O:12].[C:14]([O:18][C:19](=[O:33])[N:20]([CH2:22][CH2:23][C@H:24]1[CH2:29][CH2:28][C@H:27]([CH2:30][C:31]#N)[CH2:26][CH2:25]1)[CH3:21])([CH3:17])([CH3:16])[CH3:15].Cl. Product: [C:14]([O:18][C:19](=[O:33])[N:20]([CH3:21])[CH2:22][CH2:23][C@H:24]1[CH2:29][CH2:28][C@H:27]([CH2:30][CH:31]=[O:12])[CH2:26][CH2:25]1)([CH3:17])([CH3:16])[CH3:15]. The catalyst class is: 2. (9) Reactant: CO[C:3](=[O:32])[C:4]1[C:9]([Cl:10])=[CH:8][C:7]([Cl:11])=[CH:6][C:5]=1[NH:12][C:13](=[O:31])[CH:14]([C:16]1[CH:21]=[CH:20][C:19]([O:22][CH2:23][C:24]2[CH:29]=[CH:28][CH:27]=[CH:26][CH:25]=2)=[C:18]([Br:30])[CH:17]=1)[CH3:15].[Li+].C[Si]([N-][Si](C)(C)C)(C)C.CCCCCC. Product: [CH2:23]([O:22][C:19]1[CH:20]=[CH:21][C:16]([C:14]2([CH3:15])[C:3](=[O:32])[C:4]3[C:5](=[CH:6][C:7]([Cl:11])=[CH:8][C:9]=3[Cl:10])[NH:12][C:13]2=[O:31])=[CH:17][C:18]=1[Br:30])[C:24]1[CH:25]=[CH:26][CH:27]=[CH:28][CH:29]=1. The catalyst class is: 25.